Dataset: Full USPTO retrosynthesis dataset with 1.9M reactions from patents (1976-2016). Task: Predict the reactants needed to synthesize the given product. (1) Given the product [CH3:21][C:17]1[CH:16]=[C:15]([C:14]2[CH:13]=[C:12]([C:22](=[O:37])[NH:23][CH2:24][CH2:25][CH2:26][CH2:27][CH2:28][CH2:29][CH2:30][C:31]3[CH:32]=[CH:33][CH:34]=[CH:35][CH:36]=3)[CH:11]=[C:10]([C:38]3[CH:43]=[CH:42][CH:41]=[C:40]([CH3:44])[CH:39]=3)[C:9]=2[O:8][CH2:7][C:6]([OH:45])=[O:5])[CH:20]=[CH:19][CH:18]=1, predict the reactants needed to synthesize it. The reactants are: C([O:5][C:6](=[O:45])[CH2:7][O:8][C:9]1[C:14]([C:15]2[CH:20]=[CH:19][CH:18]=[C:17]([CH3:21])[CH:16]=2)=[CH:13][C:12]([C:22](=[O:37])[NH:23][CH2:24][CH2:25][CH2:26][CH2:27][CH2:28][CH2:29][CH2:30][C:31]2[CH:36]=[CH:35][CH:34]=[CH:33][CH:32]=2)=[CH:11][C:10]=1[C:38]1[CH:43]=[CH:42][CH:41]=[C:40]([CH3:44])[CH:39]=1)(C)(C)C. (2) Given the product [Cl:12][C:13]1[CH:20]=[CH:19][C:16](/[CH:17]=[CH:1]/[C:2]2[N:3]=[C:4]3[S:11][CH:10]=[CH:9][N:5]3[C:6](=[O:8])[CH:7]=2)=[CH:15][CH:14]=1, predict the reactants needed to synthesize it. The reactants are: [CH3:1][C:2]1[N:3]=[C:4]2[S:11][CH:10]=[CH:9][N:5]2[C:6](=[O:8])[CH:7]=1.[Cl:12][C:13]1[CH:20]=[CH:19][C:16]([CH:17]=O)=[CH:15][CH:14]=1.[O-]CC.[Na+]. (3) Given the product [CH3:34][S:35]([O:26][CH2:25][C:21]1[CH:20]=[CH:19][C:18]([C:12]2[CH:11]=[CH:10][C:9]3[N:5]([CH2:4][CH:1]4[CH2:3][CH2:2]4)[N:6]=[N:7][C:8]=3[C:13]=2[C:14]([F:15])([F:17])[F:16])=[C:23]([F:24])[N:22]=1)(=[O:37])=[O:36], predict the reactants needed to synthesize it. The reactants are: [CH:1]1([CH2:4][N:5]2[C:9]3[CH:10]=[CH:11][C:12]([C:18]4[CH:19]=[CH:20][C:21]([CH2:25][OH:26])=[N:22][C:23]=4[F:24])=[C:13]([C:14]([F:17])([F:16])[F:15])[C:8]=3[N:7]=[N:6]2)[CH2:3][CH2:2]1.C(N(CC)CC)C.[CH3:34][S:35](Cl)(=[O:37])=[O:36]. (4) Given the product [CH2:25]([N:13]1[C:12]2[CH:14]=[CH:15][CH:16]=[CH:17][C:11]=2[N:10]=[C:9]1[CH2:8][CH2:7][C:1]1[CH:2]=[CH:3][CH:4]=[CH:5][CH:6]=1)[CH:26]([CH3:28])[CH3:27], predict the reactants needed to synthesize it. The reactants are: [C:1]1([CH2:7][CH2:8][C:9]2[NH:10][C:11]3[CH:17]=[CH:16][CH:15]=[CH:14][C:12]=3[N:13]=2)[CH:6]=[CH:5][CH:4]=[CH:3][CH:2]=1.C([O-])([O-])=O.[K+].[K+].Br[CH2:25][CH:26]([CH3:28])[CH3:27]. (5) Given the product [Br:1][C:2]1[C:7]([O:8][CH2:33][C:34]([NH2:36])=[O:35])=[C:6]([CH2:9][CH2:10][N:11]2[CH2:16][CH2:15][N:14]([C:17]3[CH:26]=[CH:25][CH:24]=[C:23]4[C:18]=3[CH:19]=[CH:20][C:21]([C:27]([F:30])([F:29])[F:28])=[N:22]4)[CH2:13][CH2:12]2)[C:5]([F:31])=[CH:4][CH:3]=1, predict the reactants needed to synthesize it. The reactants are: [Br:1][C:2]1[C:7]([OH:8])=[C:6]([CH2:9][CH2:10][N:11]2[CH2:16][CH2:15][N:14]([C:17]3[CH:26]=[CH:25][CH:24]=[C:23]4[C:18]=3[CH:19]=[CH:20][C:21]([C:27]([F:30])([F:29])[F:28])=[N:22]4)[CH2:13][CH2:12]2)[C:5]([F:31])=[CH:4][CH:3]=1.Br[CH2:33][C:34]([NH2:36])=[O:35].C([O-])([O-])=O.[K+].[K+]. (6) Given the product [C:11]([O:10][C:8](=[O:9])[N:2]([CH:3]([CH3:7])[C:4]([NH:30][C:31]1[CH:32]=[CH:33][C:34]([N:45]([S:46]([C:49]2[CH:54]=[CH:53][CH:52]=[CH:51][CH:50]=2)(=[O:48])=[O:47])[CH3:55])=[C:35]([C:37]#[C:38][C:39]2[CH:40]=[CH:41][CH:42]=[CH:43][CH:44]=2)[N:36]=1)=[O:6])[CH3:1])([CH3:14])([CH3:13])[CH3:12], predict the reactants needed to synthesize it. The reactants are: [CH3:1][N:2]([C:8]([O:10][C:11]([CH3:14])([CH3:13])[CH3:12])=[O:9])[CH:3]([CH3:7])[C:4]([OH:6])=O.C1(N=C=NC2CCCCC2)CCCCC1.[NH2:30][C:31]1[N:36]=[C:35]([C:37]#[C:38][C:39]2[CH:44]=[CH:43][CH:42]=[CH:41][CH:40]=2)[C:34]([N:45]([CH3:55])[S:46]([C:49]2[CH:54]=[CH:53][CH:52]=[CH:51][CH:50]=2)(=[O:48])=[O:47])=[CH:33][CH:32]=1.CCN(C(C)C)C(C)C. (7) Given the product [Cl:1][C:2]1[CH:3]=[C:4]([CH:19]=[CH:20][CH:21]=1)[CH2:5][S:6][C:7]1[N:12]=[C:11]([OH:13])[C:10]([F:23])=[C:9]([NH:14][C@H:15]([CH3:18])[CH2:16][OH:17])[N:8]=1, predict the reactants needed to synthesize it. The reactants are: [Cl:1][C:2]1[CH:3]=[C:4]([CH:19]=[CH:20][CH:21]=1)[CH2:5][S:6][C:7]1[N:12]=[C:11]([OH:13])[CH:10]=[C:9]([NH:14][C@H:15]([CH3:18])[CH2:16][OH:17])[N:8]=1.[B-](F)(F)(F)[F:23].[B-](F)(F)(F)F.C1[N+]2(CCl)CC[N+](F)(CC2)C1. (8) Given the product [CH3:23][S:24]([O:10][CH2:9][CH2:8][CH2:7][CH:6]=[CH:5][CH2:4][CH2:3][C:2]([F:15])([F:1])[C:11]([F:12])([F:13])[F:14])(=[O:26])=[O:25], predict the reactants needed to synthesize it. The reactants are: [F:1][C:2]([F:15])([C:11]([F:14])([F:13])[F:12])[CH2:3][CH2:4][CH:5]=[CH:6][CH2:7][CH2:8][CH2:9][OH:10].C(N(CC)CC)C.[CH3:23][S:24](Cl)(=[O:26])=[O:25]. (9) The reactants are: [CH:1]([N:4]1[C:8]([C:9]2[N:18]=[C:17]3[N:11]([CH2:12][CH2:13][O:14][C:15]4[CH:22]=[C:21]([O:23][C:24]([CH3:29])([CH2:27][OH:28])[CH2:25][OH:26])[CH:20]=[CH:19][C:16]=43)[CH:10]=2)=[N:7][C:6]([CH3:30])=[N:5]1)([CH3:3])[CH3:2].CCN(CC)CC.[CH3:38][S:39](Cl)(=[O:41])=[O:40]. Given the product [CH:1]([N:4]1[C:8]([C:9]2[N:18]=[C:17]3[N:11]([CH2:12][CH2:13][O:14][C:15]4[CH:22]=[C:21]([O:23][C:24]([CH3:29])([CH2:27][O:28][S:39]([CH3:38])(=[O:41])=[O:40])[CH2:25][O:26][S:39]([CH3:38])(=[O:41])=[O:40])[CH:20]=[CH:19][C:16]=43)[CH:10]=2)=[N:7][C:6]([CH3:30])=[N:5]1)([CH3:3])[CH3:2], predict the reactants needed to synthesize it. (10) The reactants are: [CH3:1][C:2]1[CH:3]=[C:4]([OH:8])[CH:5]=[CH:6][CH:7]=1.CC([O-])(C)C.[K+].C1COCC1.ClC1C=CC=CC=1OCCC(O)=O.[C:33](#[N:36])[CH:34]=[CH2:35]. Given the product [CH3:1][C:2]1[CH:3]=[C:4]([CH:5]=[CH:6][CH:7]=1)[O:8][CH2:35][CH2:34][C:33]#[N:36], predict the reactants needed to synthesize it.